The task is: Regression. Given two drug SMILES strings and cell line genomic features, predict the synergy score measuring deviation from expected non-interaction effect.. This data is from NCI-60 drug combinations with 297,098 pairs across 59 cell lines. (1) Drug 1: C1=C(C(=O)NC(=O)N1)F. Drug 2: CCCCCOC(=O)NC1=NC(=O)N(C=C1F)C2C(C(C(O2)C)O)O. Cell line: SK-MEL-5. Synergy scores: CSS=28.6, Synergy_ZIP=-6.79, Synergy_Bliss=-17.2, Synergy_Loewe=-33.2, Synergy_HSA=-21.0. (2) Drug 1: CN(C(=O)NC(C=O)C(C(C(CO)O)O)O)N=O. Drug 2: CC1C(C(CC(O1)OC2CC(CC3=C2C(=C4C(=C3O)C(=O)C5=C(C4=O)C(=CC=C5)OC)O)(C(=O)CO)O)N)O.Cl. Cell line: HS 578T. Synergy scores: CSS=46.4, Synergy_ZIP=1.57, Synergy_Bliss=1.08, Synergy_Loewe=-16.3, Synergy_HSA=3.81. (3) Drug 1: C1=CC(=C2C(=C1NCCNCCO)C(=O)C3=C(C=CC(=C3C2=O)O)O)NCCNCCO. Drug 2: C1CN(P(=O)(OC1)NCCCl)CCCl. Cell line: SR. Synergy scores: CSS=69.2, Synergy_ZIP=1.83, Synergy_Bliss=1.52, Synergy_Loewe=-26.6, Synergy_HSA=1.90. (4) Drug 1: COC1=NC(=NC2=C1N=CN2C3C(C(C(O3)CO)O)O)N. Drug 2: CC12CCC3C(C1CCC2O)C(CC4=C3C=CC(=C4)O)CCCCCCCCCS(=O)CCCC(C(F)(F)F)(F)F. Cell line: DU-145. Synergy scores: CSS=34.0, Synergy_ZIP=7.01, Synergy_Bliss=4.21, Synergy_Loewe=-6.36, Synergy_HSA=3.98.